This data is from Full USPTO retrosynthesis dataset with 1.9M reactions from patents (1976-2016). The task is: Predict the reactants needed to synthesize the given product. (1) Given the product [O:1]=[C:2]1[CH:6]=[CH:5][C:4](=[O:7])[N:3]1[CH2:8][CH2:9][CH2:10][CH2:11][CH2:12][C:13]([Cl:16])=[O:15], predict the reactants needed to synthesize it. The reactants are: [O:1]=[C:2]1[CH:6]=[CH:5][C:4](=[O:7])[N:3]1[CH2:8][CH2:9][CH2:10][CH2:11][CH2:12][C:13]([OH:15])=O.[Cl:16]CCl. (2) Given the product [C:34]([C:33]1[CH:32]=[C:31]([C:30]2[C:25]([C@@H:10]([NH:11][C:12](=[O:24])[CH2:13][C:14]3[C:22]4[C:17](=[CH:18][CH:19]=[C:20]([CH2:81][NH:80][C:78](=[O:79])[O:77][C:73]([CH3:76])([CH3:75])[CH3:74])[CH:21]=4)[NH:16][CH:15]=3)[CH2:9][C:4]3[CH:3]=[C:2]([F:1])[CH:7]=[C:6]([F:8])[CH:5]=3)=[N:26][CH:27]=[CH:28][CH:29]=2)[CH:39]=[CH:38][CH:37]=1)(=[O:35])[NH2:36], predict the reactants needed to synthesize it. The reactants are: [F:1][C:2]1[CH:3]=[C:4]([CH2:9][C@@H:10]([C:25]2[C:30]([C:31]3[CH:32]=[C:33]([CH:37]=[CH:38][CH:39]=3)[C:34]([NH2:36])=[O:35])=[CH:29][CH:28]=[CH:27][N:26]=2)[NH:11][C:12](=[O:24])[CH2:13][C:14]2[C:22]3[C:17](=[CH:18][CH:19]=[C:20](F)[CH:21]=3)[NH:16][CH:15]=2)[CH:5]=[C:6]([F:8])[CH:7]=1.FC(F)(F)C(O)=O.N[C@H](C1C(C2C=C(C=CC=2)C(N)=O)=CC=CN=1)CC1C=C(F)C=C(F)C=1.[C:73]([O:77][C:78]([NH:80][CH2:81]C1C=C2C(=CC=1)NC=C2CC(O)=O)=[O:79])([CH3:76])([CH3:75])[CH3:74]. (3) Given the product [NH2:1][C:2]1[N:3]([CH3:24])[C:4](=[O:23])[C:5]2([C:15]3[C:10](=[CH:11][CH:12]=[C:13]([C:29]4[CH:28]=[C:27]([CH:32]=[CH:31][CH:30]=4)[C:25]#[N:26])[CH:14]=3)[O:9][CH:8]([C:17]3[CH:22]=[CH:21][CH:20]=[CH:19][CH:18]=3)[CH2:7]2)[N:6]=1, predict the reactants needed to synthesize it. The reactants are: [NH2:1][C:2]1[N:3]([CH3:24])[C:4](=[O:23])[C:5]2([C:15]3[C:10](=[CH:11][CH:12]=[C:13](Br)[CH:14]=3)[O:9][CH:8]([C:17]3[CH:22]=[CH:21][CH:20]=[CH:19][CH:18]=3)[CH2:7]2)[N:6]=1.[C:25]([C:27]1[CH:32]=[CH:31][C:30](B(O)O)=[CH:29][CH:28]=1)#[N:26]. (4) Given the product [F:17][C:18]1[CH:23]=[C:22]([F:24])[CH:21]=[CH:20][C:19]=1[O:1][CH2:2][C:3]1[CH:16]=[CH:15][C:6]([CH2:7][N:8]2[CH2:12][C@@H:11]([CH3:13])[O:10][C:9]2=[O:14])=[CH:5][CH:4]=1, predict the reactants needed to synthesize it. The reactants are: [OH:1][CH2:2][C:3]1[CH:16]=[CH:15][C:6]([CH2:7][N:8]2[CH2:12][C@@H:11]([CH3:13])[O:10][C:9]2=[O:14])=[CH:5][CH:4]=1.[F:17][C:18]1[CH:23]=[C:22]([F:24])[CH:21]=[CH:20][C:19]=1O.C1(P(C2C=CC=CC=2)C2C=CC=CC=2)C=CC=CC=1.CC(OC(/N=N/C(OC(C)(C)C)=O)=O)(C)C. (5) The reactants are: Br[C:2]1[CH:3]=[C:4]([N:9]2[CH2:14][CH2:13][O:12][CH2:11][CH2:10]2)[CH:5]=[C:6]([Cl:8])[CH:7]=1.[F:15][C:16]1[CH:25]=[C:24]2[C:19]([C:20]([CH:33]=[O:34])=[C:21]([CH3:32])[C:22]([C:26]3[CH:31]=[CH:30][CH:29]=[CH:28][N:27]=3)=[N:23]2)=[CH:18][CH:17]=1. Given the product [Cl:8][C:6]1[CH:7]=[C:2]([CH:33]([C:20]2[C:19]3[C:24](=[CH:25][C:16]([F:15])=[CH:17][CH:18]=3)[N:23]=[C:22]([C:26]3[CH:31]=[CH:30][CH:29]=[CH:28][N:27]=3)[C:21]=2[CH3:32])[OH:34])[CH:3]=[C:4]([N:9]2[CH2:14][CH2:13][O:12][CH2:11][CH2:10]2)[CH:5]=1, predict the reactants needed to synthesize it. (6) Given the product [CH2:24]([C:20]1[C:18]2[N:19]=[C:15]([CH2:14][O:8][C:7]3[C:2]([F:1])=[C:3]([C:10]([NH2:12])=[O:11])[C:4]([F:9])=[CH:5][CH:6]=3)[S:16][C:17]=2[CH:23]=[CH:22][CH:21]=1)[CH3:25], predict the reactants needed to synthesize it. The reactants are: [F:1][C:2]1[C:7]([OH:8])=[CH:6][CH:5]=[C:4]([F:9])[C:3]=1[C:10]([NH2:12])=[O:11].Cl[CH2:14][C:15]1[S:16][C:17]2[CH:23]=[CH:22][CH:21]=[C:20]([CH2:24][CH3:25])[C:18]=2[N:19]=1.